This data is from Merck oncology drug combination screen with 23,052 pairs across 39 cell lines. The task is: Regression. Given two drug SMILES strings and cell line genomic features, predict the synergy score measuring deviation from expected non-interaction effect. (1) Drug 1: Cn1c(=O)n(-c2ccc(C(C)(C)C#N)cc2)c2c3cc(-c4cnc5ccccc5c4)ccc3ncc21. Drug 2: NC1CCCCC1N.O=C(O)C(=O)O.[Pt+2]. Cell line: UWB1289. Synergy scores: synergy=17.1. (2) Drug 1: O=c1[nH]cc(F)c(=O)[nH]1. Drug 2: N#Cc1ccc(Cn2cncc2CN2CCN(c3cccc(Cl)c3)C(=O)C2)cc1. Cell line: ES2. Synergy scores: synergy=10.1. (3) Drug 1: CS(=O)(=O)CCNCc1ccc(-c2ccc3ncnc(Nc4ccc(OCc5cccc(F)c5)c(Cl)c4)c3c2)o1. Drug 2: NC1(c2ccc(-c3nc4ccn5c(=O)[nH]nc5c4cc3-c3ccccc3)cc2)CCC1. Cell line: RPMI7951. Synergy scores: synergy=11.4. (4) Drug 1: CNC(=O)c1cc(Oc2ccc(NC(=O)Nc3ccc(Cl)c(C(F)(F)F)c3)cc2)ccn1. Drug 2: CCc1cnn2c(NCc3ccc[n+]([O-])c3)cc(N3CCCCC3CCO)nc12. Cell line: SW837. Synergy scores: synergy=-10.3. (5) Drug 1: CC1CC2C3CCC4=CC(=O)C=CC4(C)C3(F)C(O)CC2(C)C1(O)C(=O)CO. Drug 2: O=C(CCCCCCC(=O)Nc1ccccc1)NO. Cell line: NCIH1650. Synergy scores: synergy=15.0. (6) Cell line: VCAP. Drug 2: CC1(c2nc3c(C(N)=O)cccc3[nH]2)CCCN1. Synergy scores: synergy=-0.141. Drug 1: COC12C(COC(N)=O)C3=C(C(=O)C(C)=C(N)C3=O)N1CC1NC12.